Dataset: Reaction yield outcomes from USPTO patents with 853,638 reactions. Task: Predict the reaction yield, written as a fraction of the theoretical maximum amount of product (1.0 means a 100% yield; for example, 0.34 means a 34% yield). (1) The reactants are [C:1]([O:5][C:6]([CH:8]1[CH2:13][CH2:12][CH:11]([C:14]2[CH:19]=[C:18](O)[N:17]3[N:21]=[CH:22][CH:23]=[C:16]3[N:15]=2)[CH2:10][CH2:9]1)=[O:7])([CH3:4])([CH3:3])[CH3:2].CN(C)C1C=CC=CC=1.O=P(Cl)(Cl)[Cl:35]. No catalyst specified. The product is [C:1]([O:5][C:6]([CH:8]1[CH2:13][CH2:12][CH:11]([C:14]2[CH:19]=[C:18]([Cl:35])[N:17]3[N:21]=[CH:22][CH:23]=[C:16]3[N:15]=2)[CH2:10][CH2:9]1)=[O:7])([CH3:4])([CH3:3])[CH3:2]. The yield is 0.320. (2) The reactants are [CH2:1]([N:4]1[C:8]2[CH:9]=[CH:10][CH:11]=[CH:12][C:7]=2[N:6]=[C:5]1[O:13][C:14]1[C:23](Br)=[CH:22][CH:21]=[C:20]2[C:15]=1[CH2:16][CH2:17][C@H:18]([CH3:25])[NH:19]2)[CH:2]=[CH2:3].[CH:26]1([N:29]2[CH:33]=[C:32](B3OC(C)(C)C(C)(C)O3)[CH:31]=[N:30]2)[CH2:28][CH2:27]1.C(=O)([O-])[O-].[K+].[K+]. The catalyst is O1CCOCC1.O.C1C=CC(P(C2C=CC=CC=2)[C-]2C=CC=C2)=CC=1.C1C=CC(P(C2C=CC=CC=2)[C-]2C=CC=C2)=CC=1.Cl[Pd]Cl.[Fe+2].ClCCl. The product is [CH:26]1([N:29]2[CH:33]=[C:32]([C:23]3[C:14]([O:13][C:5]4[N:4]([CH:1]=[CH:2][CH3:3])[C:8]5[CH:9]=[CH:10][CH:11]=[CH:12][C:7]=5[N:6]=4)=[C:15]4[C:20](=[CH:21][CH:22]=3)[NH:19][C@@H:18]([CH3:25])[CH2:17][CH2:16]4)[CH:31]=[N:30]2)[CH2:28][CH2:27]1. The yield is 0.860.